This data is from NCI-60 drug combinations with 297,098 pairs across 59 cell lines. The task is: Regression. Given two drug SMILES strings and cell line genomic features, predict the synergy score measuring deviation from expected non-interaction effect. (1) Drug 1: C1C(C(OC1N2C=NC3=C(N=C(N=C32)Cl)N)CO)O. Drug 2: C1=CC=C(C=C1)NC(=O)CCCCCCC(=O)NO. Cell line: KM12. Synergy scores: CSS=28.9, Synergy_ZIP=-3.01, Synergy_Bliss=-0.406, Synergy_Loewe=-6.02, Synergy_HSA=1.84. (2) Drug 1: CNC(=O)C1=NC=CC(=C1)OC2=CC=C(C=C2)NC(=O)NC3=CC(=C(C=C3)Cl)C(F)(F)F. Drug 2: CC12CCC3C(C1CCC2OP(=O)(O)O)CCC4=C3C=CC(=C4)OC(=O)N(CCCl)CCCl.[Na+]. Cell line: OVCAR-5. Synergy scores: CSS=16.1, Synergy_ZIP=-2.87, Synergy_Bliss=-2.96, Synergy_Loewe=-17.4, Synergy_HSA=-6.62. (3) Drug 1: C1=CN(C(=O)N=C1N)C2C(C(C(O2)CO)O)O.Cl. Drug 2: CCN(CC)CCCC(C)NC1=C2C=C(C=CC2=NC3=C1C=CC(=C3)Cl)OC. Cell line: HCT116. Synergy scores: CSS=63.1, Synergy_ZIP=7.51, Synergy_Bliss=9.35, Synergy_Loewe=-7.68, Synergy_HSA=6.03. (4) Drug 1: C1=C(C(=O)NC(=O)N1)F. Drug 2: C(CCl)NC(=O)N(CCCl)N=O. Cell line: HCC-2998. Synergy scores: CSS=19.7, Synergy_ZIP=-5.06, Synergy_Bliss=-10.1, Synergy_Loewe=-11.7, Synergy_HSA=-10.7. (5) Drug 1: CC1CCC2CC(C(=CC=CC=CC(CC(C(=O)C(C(C(=CC(C(=O)CC(OC(=O)C3CCCCN3C(=O)C(=O)C1(O2)O)C(C)CC4CCC(C(C4)OC)O)C)C)O)OC)C)C)C)OC. Drug 2: B(C(CC(C)C)NC(=O)C(CC1=CC=CC=C1)NC(=O)C2=NC=CN=C2)(O)O. Cell line: MDA-MB-435. Synergy scores: CSS=61.4, Synergy_ZIP=-2.22, Synergy_Bliss=-2.41, Synergy_Loewe=-0.844, Synergy_HSA=-2.70. (6) Drug 1: C1CCC(CC1)NC(=O)N(CCCl)N=O. Drug 2: C#CCC(CC1=CN=C2C(=N1)C(=NC(=N2)N)N)C3=CC=C(C=C3)C(=O)NC(CCC(=O)O)C(=O)O. Cell line: HOP-62. Synergy scores: CSS=11.7, Synergy_ZIP=-3.23, Synergy_Bliss=4.58, Synergy_Loewe=8.19, Synergy_HSA=2.37. (7) Drug 1: CN1C(=O)N2C=NC(=C2N=N1)C(=O)N. Drug 2: CC1CCC2CC(C(=CC=CC=CC(CC(C(=O)C(C(C(=CC(C(=O)CC(OC(=O)C3CCCCN3C(=O)C(=O)C1(O2)O)C(C)CC4CCC(C(C4)OC)OCCO)C)C)O)OC)C)C)C)OC. Cell line: SNB-75. Synergy scores: CSS=-0.696, Synergy_ZIP=-0.0353, Synergy_Bliss=-3.02, Synergy_Loewe=-78.5, Synergy_HSA=-4.92. (8) Drug 1: CCCS(=O)(=O)NC1=C(C(=C(C=C1)F)C(=O)C2=CNC3=C2C=C(C=N3)C4=CC=C(C=C4)Cl)F. Drug 2: C1CN(P(=O)(OC1)NCCCl)CCCl. Cell line: MOLT-4. Synergy scores: CSS=2.98, Synergy_ZIP=0.397, Synergy_Bliss=0.310, Synergy_Loewe=-1.79, Synergy_HSA=-2.17. (9) Drug 1: CCC1=CC2CC(C3=C(CN(C2)C1)C4=CC=CC=C4N3)(C5=C(C=C6C(=C5)C78CCN9C7C(C=CC9)(C(C(C8N6C)(C(=O)OC)O)OC(=O)C)CC)OC)C(=O)OC.C(C(C(=O)O)O)(C(=O)O)O. Drug 2: CC1C(C(CC(O1)OC2CC(CC3=C2C(=C4C(=C3O)C(=O)C5=C(C4=O)C(=CC=C5)OC)O)(C(=O)C)O)N)O.Cl. Cell line: NCIH23. Synergy scores: CSS=39.5, Synergy_ZIP=-1.95, Synergy_Bliss=-1.80, Synergy_Loewe=-4.71, Synergy_HSA=0.659. (10) Drug 1: CCCCCOC(=O)NC1=NC(=O)N(C=C1F)C2C(C(C(O2)C)O)O. Drug 2: C1=CN(C=N1)CC(O)(P(=O)(O)O)P(=O)(O)O. Cell line: U251. Synergy scores: CSS=-0.414, Synergy_ZIP=5.92, Synergy_Bliss=7.72, Synergy_Loewe=1.91, Synergy_HSA=2.42.